This data is from Full USPTO retrosynthesis dataset with 1.9M reactions from patents (1976-2016). The task is: Predict the reactants needed to synthesize the given product. (1) The reactants are: [NH2:1][C:2]1[C:6]([C:7](=[O:9])[NH2:8])=[C:5]([CH3:10])[S:4][C:3]=1[C:11]([O:13][CH2:14][CH3:15])=[O:12].[CH:16]([O-])([O-])OCC.C(OC(=O)C)(=O)C. Given the product [OH:9][C:7]1[C:6]2[C:2](=[C:3]([C:11]([O:13][CH2:14][CH3:15])=[O:12])[S:4][C:5]=2[CH3:10])[N:1]=[CH:16][N:8]=1, predict the reactants needed to synthesize it. (2) Given the product [Br:2][C:3]1[C:4]([C:10]([CH3:13])([CH3:12])[CH3:11])=[N:5][N:6]([CH2:8][C:18]([CH2:17][CH2:16][C:15]([F:14])([F:23])[F:24])([C:19]#[N:20])[C:21]#[N:22])[CH:7]=1, predict the reactants needed to synthesize it. The reactants are: Cl.[Br:2][C:3]1[C:4]([C:10]([CH3:13])([CH3:12])[CH3:11])=[N:5][N:6]([CH2:8]Cl)[CH:7]=1.[F:14][C:15]([F:24])([F:23])[CH2:16][CH2:17][CH:18]([C:21]#[N:22])[C:19]#[N:20].C(=O)([O-])[O-].[K+].[K+].O.